Dataset: Experimentally validated miRNA-target interactions with 360,000+ pairs, plus equal number of negative samples. Task: Binary Classification. Given a miRNA mature sequence and a target amino acid sequence, predict their likelihood of interaction. The miRNA is hsa-miR-106b-5p with sequence UAAAGUGCUGACAGUGCAGAU. The protein sequence of the target gene is MDSDMDYERPNVETIKCVVVGDNAVGKTRLICARACNATLTQYQLLATHVPTVWAIDQYRVCQEVLERSRDVVDDVSVSLRLWDTFGDHHKDRRFAYGRSDVVVLCFSIANPNSLHHVKTMWYPEIKHFCPRAPVILVGCQLDLRYADLEAVNRARRPLARPIKPNEILPPEKGREVAKELGIPYYETSVVAQFGIKDVFDNAIRAALISRRHLQFWKSHLRNVQRPLLQAPFLPPKPPPPIIVVPDPPSSSEECPAHLLEDPLCADVILVLQERVRIFAHKIYLSTSSSKFYDLFLMDL.... Result: 1 (interaction).